From a dataset of Full USPTO retrosynthesis dataset with 1.9M reactions from patents (1976-2016). Predict the reactants needed to synthesize the given product. (1) The reactants are: Br[CH2:2][CH:3]1[CH2:7][CH2:6][CH:5]([CH2:8][CH2:9][C:10]2[CH:15]=[C:14]([F:16])[CH:13]=[CH:12][C:11]=2[O:17][CH3:18])[O:4]1.[Na+].[I-].[C-:21]#[N:22].[K+].C(=O)(O)[O-].[Na+]. Given the product [C:21]([CH2:2][CH:3]1[CH2:7][CH2:6][CH:5]([CH2:8][CH2:9][C:10]2[CH:15]=[C:14]([F:16])[CH:13]=[CH:12][C:11]=2[O:17][CH3:18])[O:4]1)#[N:22], predict the reactants needed to synthesize it. (2) Given the product [O:25]=[C:20]1[CH:21]=[C:22]([CH:23]=[O:24])[C:17]([O:16][CH2:15][C:14]2[C:9]([C:8]3[N:4]([CH:1]([CH3:3])[CH3:2])[N:5]=[CH:6][CH:7]=3)=[N:10][CH:11]=[CH:12][CH:13]=2)=[CH:18][NH:19]1, predict the reactants needed to synthesize it. The reactants are: [CH:1]([N:4]1[C:8]([C:9]2[C:14]([CH2:15][O:16][C:17]3[C:22]([CH:23]=[O:24])=[CH:21][C:20]([O:25]C)=[N:19][CH:18]=3)=[CH:13][CH:12]=[CH:11][N:10]=2)=[CH:7][CH:6]=[N:5]1)([CH3:3])[CH3:2].Cl.[OH-].[Na+]. (3) Given the product [C:5]([C:9]1[CH:17]=[C:16]2[C:11](=[C:12]([C:21]([O:23][CH3:24])=[O:22])[CH:13]=[C:14]([N+:18]([O-:20])=[O:19])[CH2:15]2)[N:10]=1)([CH3:8])([CH3:6])[CH3:7], predict the reactants needed to synthesize it. The reactants are: O=S(Cl)Cl.[C:5]([C:9]1[NH:10][C:11]2[C:16]([CH:17]=1)=[CH:15][C:14]([N+:18]([O-:20])=[O:19])=[CH:13][C:12]=2[C:21]([OH:23])=[O:22])([CH3:8])([CH3:7])[CH3:6].[CH3:24]O. (4) The reactants are: [C:1]([O:5][C:6]([N:8]1[CH2:13][CH2:12][CH:11]([CH2:14][OH:15])[CH2:10][CH2:9]1)=[O:7])([CH3:4])([CH3:3])[CH3:2].C(OCC)C. Given the product [C:1]([O:5][C:6]([N:8]1[CH2:13][CH2:12][CH:11]([CH:14]=[O:15])[CH2:10][CH2:9]1)=[O:7])([CH3:4])([CH3:3])[CH3:2], predict the reactants needed to synthesize it. (5) Given the product [CH2:34]([NH:36][C:37]([N:28]1[CH2:29][CH2:30][CH2:31][C@@H:26]([NH:25][C:24]2[C:17]3[C:18](=[N:19][CH:20]=[CH:21][C:16]=3[O:15][C:14]3[CH:32]=[CH:33][C:11]([C:8]4[O:9][C:10]5[C:2]([CH3:1])=[CH:3][CH:4]=[CH:5][C:6]=5[N:7]=4)=[CH:12][CH:13]=3)[NH:22][N:23]=2)[CH2:27]1)=[O:38])[CH3:35], predict the reactants needed to synthesize it. The reactants are: [CH3:1][C:2]1[C:10]2[O:9][C:8]([C:11]3[CH:33]=[CH:32][C:14]([O:15][C:16]4[CH:21]=[CH:20][N:19]=[C:18]5[NH:22][N:23]=[C:24]([NH:25][C@@H:26]6[CH2:31][CH2:30][CH2:29][NH:28][CH2:27]6)[C:17]=45)=[CH:13][CH:12]=3)=[N:7][C:6]=2[CH:5]=[CH:4][CH:3]=1.[CH2:34]([N:36]=[C:37]=[O:38])[CH3:35].[NH4+].[Cl-].CO. (6) Given the product [Br:23][C:20]1[CH:21]=[CH:22][C:17]([C@@H:15]([CH3:16])[CH2:14][OH:25])=[C:18]([F:24])[CH:19]=1, predict the reactants needed to synthesize it. The reactants are: C([C@@H]1COC(=O)N1[C:14](=[O:25])[C@@H:15]([C:17]1[CH:22]=[CH:21][C:20]([Br:23])=[CH:19][C:18]=1[F:24])[CH3:16])C1C=CC=CC=1.[BH4-].[Na+]. (7) Given the product [Cl:3][C:4]1[C:13]2[C:8](=[CH:9][C:10]([O:14][CH3:15])=[CH:11][CH:12]=2)[CH:7]=[CH:6][C:5]=1[CH2:16][OH:17], predict the reactants needed to synthesize it. The reactants are: [BH4-].[Na+].[Cl:3][C:4]1[C:13]2[C:8](=[CH:9][C:10]([O:14][CH3:15])=[CH:11][CH:12]=2)[CH:7]=[CH:6][C:5]=1[CH:16]=[O:17].O.